Dataset: Reaction yield outcomes from USPTO patents with 853,638 reactions. Task: Predict the reaction yield, written as a fraction of the theoretical maximum amount of product (1.0 means a 100% yield; for example, 0.34 means a 34% yield). (1) The reactants are [Br:1][C:2]1[C:3]2[CH2:10][CH2:9][CH:8]([NH2:11])[C:4]=2[CH:5]=[N:6][CH:7]=1.[C:12](O)(=[O:15])[CH2:13][CH3:14].CCN=C=NCCCN(C)C.OP([O-])(O)=O.[K+]. The catalyst is C(Cl)Cl. The product is [Br:1][C:2]1[C:3]2[CH2:10][CH2:9][CH:8]([NH:11][C:12](=[O:15])[CH2:13][CH3:14])[C:4]=2[CH:5]=[N:6][CH:7]=1. The yield is 0.390. (2) The reactants are [CH3:1][N:2]1[CH2:6][CH2:5][CH2:4][C@H:3]1[C:7]1[CH:8]=[C:9]([O:13][CH2:14][CH2:15][NH2:16])[CH:10]=[N:11][CH:12]=1.[C:17]1(=[S:22])[O:21][CH2:20][CH2:19][CH2:18]1.CO. The catalyst is O. The product is [SH:22][CH2:17][CH2:18][CH2:19][C:20]([NH:16][CH2:15][CH2:14][O:13][C:9]1[CH:10]=[N:11][CH:12]=[C:7]([C@@H:3]2[CH2:4][CH2:5][CH2:6][N:2]2[CH3:1])[CH:8]=1)=[O:21]. The yield is 0.430. (3) The reactants are Cl[CH2:2][C:3]([C:5]1[CH:29]=[C:8]2[CH2:9][N:10]([C:14]([O:16][CH2:17][C:18]3[CH:23]=[C:22]([C:24]([F:27])([F:26])[F:25])[CH:21]=[C:20]([Cl:28])[CH:19]=3)=[O:15])[CH2:11][CH2:12][CH2:13][N:7]2[N:6]=1)=[O:4].[NH:30]1[CH2:34][CH2:33][CH2:32][C@H:31]1[CH2:35]O.CCN(C(C)C)C(C)C.C([SiH](CC)CC)C.C(O)(C(F)(F)F)=O. The catalyst is C(Cl)Cl. The product is [CH2:35]1[C@@H:31]2[CH2:32][CH2:33][CH2:34][N:30]2[CH2:2][CH:3]([C:5]2[CH:29]=[C:8]3[CH2:9][N:10]([C:14]([O:16][CH2:17][C:18]4[CH:23]=[C:22]([C:24]([F:25])([F:27])[F:26])[CH:21]=[C:20]([Cl:28])[CH:19]=4)=[O:15])[CH2:11][CH2:12][CH2:13][N:7]3[N:6]=2)[O:4]1. The yield is 0.400. (4) The reactants are CN(C(ON1N=NC2C=CC=NC1=2)=[N+](C)C)C.F[P-](F)(F)(F)(F)F.[CH2:25]([O:27][C:28]([CH:30]1[CH2:34][CH2:33][CH:32]([CH2:35][N:36]([CH2:41][C:42]([OH:44])=O)[C:37]([O:39][CH3:40])=[O:38])[NH:31]1)=[O:29])[CH3:26].CN1CCOCC1. The catalyst is CN(C)C=O. The product is [CH3:40][O:39][C:37]([N:36]1[CH2:41][C:42](=[O:44])[N:31]2[CH:30]([C:28]([O:27][CH2:25][CH3:26])=[O:29])[CH2:34][CH2:33][CH:32]2[CH2:35]1)=[O:38]. The yield is 0.760. (5) The reactants are [N+:1]([C:4]1[CH:5]=[C:6]2[C:10](=[CH:11][CH:12]=1)[NH:9][C:8]([CH:13]([CH3:19])[C:14]([O:16][CH2:17][CH3:18])=[O:15])=[CH:7]2)([O-])=O.O.O.[Sn](Cl)(Cl)(Cl)Cl. The catalyst is C(O)C.C(OCC)(=O)C.O.C([O-])(O)=O.[Na+]. The product is [NH2:1][C:4]1[CH:5]=[C:6]2[C:10](=[CH:11][CH:12]=1)[NH:9][C:8]([CH:13]([CH3:19])[C:14]([O:16][CH2:17][CH3:18])=[O:15])=[CH:7]2. The yield is 0.990. (6) The reactants are [C:1]([O:5][C:6]([NH:8][C@H:9]1[CH2:14][CH2:13][C@H:12]([CH:15]([OH:17])[CH3:16])[CH2:11][CH2:10]1)=[O:7])([CH3:4])([CH3:3])[CH3:2].C(N(CC)CC)C.[CH3:25][S:26](Cl)(=[O:28])=[O:27]. The catalyst is ClCCl. The product is [S:26]([O:17][CH:15]([C@H:12]1[CH2:11][CH2:10][C@H:9]([NH:8][C:6]([O:5][C:1]([CH3:4])([CH3:3])[CH3:2])=[O:7])[CH2:14][CH2:13]1)[CH3:16])(=[O:28])(=[O:27])[CH3:25]. The yield is 0.810. (7) The reactants are FC(F)(F)C([NH:5][CH2:6][C:7]1[CH:12]=[CH:11][C:10]([F:13])=[C:9]([CH:14]2[CH2:19][CH2:18][N:17]([C:20]([C:22]3[C:30]4[C:25](=[C:26]([F:31])[CH:27]=[CH:28][CH:29]=4)[N:24]([CH2:32][CH2:33][O:34][C:35]([F:38])([F:37])[F:36])[CH:23]=3)=[O:21])[CH2:16][CH2:15]2)[CH:8]=1)=O.C([O-])([O-])=O.[K+].[K+]. The catalyst is CO.O. The product is [NH2:5][CH2:6][C:7]1[CH:12]=[CH:11][C:10]([F:13])=[C:9]([CH:14]2[CH2:19][CH2:18][N:17]([C:20]([C:22]3[C:30]4[C:25](=[C:26]([F:31])[CH:27]=[CH:28][CH:29]=4)[N:24]([CH2:32][CH2:33][O:34][C:35]([F:38])([F:36])[F:37])[CH:23]=3)=[O:21])[CH2:16][CH2:15]2)[CH:8]=1. The yield is 0.800. (8) The reactants are [C:1]1([C:6]2[N:7]([Si:11]([CH:18]([CH3:20])[CH3:19])([CH:15]([CH3:17])[CH3:16])[CH:12]([CH3:14])[CH3:13])[CH:8]=[CH:9][CH:10]=2)[CH2:5][CH2:4][CH2:3][CH:2]=1.C1(C2C=CN([Si](C(C)C)(C(C)C)C(C)C)C=2)CCCC=1.[C:41]([O:50][CH2:51][CH3:52])(=[O:49])/[CH:42]=[CH:43]/[C:44]([O:46][CH2:47][CH3:48])=[O:45].C(C1C(=O)C(Cl)=C(Cl)C(=O)C=1C#N)#N. The catalyst is C1C=CC=CC=1. The product is [CH:12]([Si:11]([CH:15]([CH3:17])[CH3:16])([CH:18]([CH3:20])[CH3:19])[N:7]1[C:6]2[C:10](=[C:42]([C:41]([O:50][CH2:51][CH3:52])=[O:49])[C:43]([C:44]([O:46][CH2:47][CH3:48])=[O:45])=[C:2]3[CH2:3][CH2:4][CH2:5][C:1]3=2)[CH:9]=[CH:8]1)([CH3:13])[CH3:14]. The yield is 0.210. (9) The reactants are [C:1](Cl)(Cl)=[S:2].Cl.[NH2:6][C:7]1[CH:12]=[CH:11][C:10]([NH:13][C:14]([NH:16][O:17][CH3:18])=[O:15])=[CH:9][CH:8]=1.C(N(CC)CC)C.O. The catalyst is O1CCCC1.C(OCC)C. The product is [N:6]([C:7]1[CH:12]=[CH:11][C:10]([NH:13][C:14]([NH:16][O:17][CH3:18])=[O:15])=[CH:9][CH:8]=1)=[C:1]=[S:2]. The yield is 0.620. (10) The reactants are [F:1][C:2]1[CH:3]=[C:4]([CH:32]=[C:33]([F:35])[CH:34]=1)[CH2:5][NH:6][C:7]1[CH:12]=[C:11]([NH:13][C:14]2[CH:19]=[CH:18][C:17]([CH2:20][CH2:21][CH2:22]OS(C)(=O)=O)=[CH:16][CH:15]=2)[N:10]=[CH:9][C:8]=1[CH2:28][C:29]([NH2:31])=[O:30].[N-:36]=[N+:37]=[N-:38].[Na+].CCCCCC. The catalyst is CN(C)C=O. The product is [N:36]([CH2:22][CH2:21][CH2:20][C:17]1[CH:16]=[CH:15][C:14]([NH:13][C:11]2[N:10]=[CH:9][C:8]([CH2:28][C:29]([NH2:31])=[O:30])=[C:7]([NH:6][CH2:5][C:4]3[CH:32]=[C:33]([F:35])[CH:34]=[C:2]([F:1])[CH:3]=3)[CH:12]=2)=[CH:19][CH:18]=1)=[N+:37]=[N-:38]. The yield is 0.940.